From a dataset of Reaction yield outcomes from USPTO patents with 853,638 reactions. Predict the reaction yield, written as a fraction of the theoretical maximum amount of product (1.0 means a 100% yield; for example, 0.34 means a 34% yield). (1) The reactants are [Si]([O:18][CH2:19][C:20]1[CH:21]=[C:22]([CH2:30][CH2:31][C:32]([O:34][CH2:35][CH3:36])=[O:33])[CH:23]=[C:24]([O:26][CH:27]([CH3:29])[CH3:28])[CH:25]=1)(C(C)(C)C)(C1C=CC=CC=1)C1C=CC=CC=1.[F-].C([N+](CCCC)(CCCC)CCCC)CCC.C(=O)([O-])O.[Na+]. The catalyst is O1CCCC1. The product is [OH:18][CH2:19][C:20]1[CH:21]=[C:22]([CH2:30][CH2:31][C:32]([O:34][CH2:35][CH3:36])=[O:33])[CH:23]=[C:24]([O:26][CH:27]([CH3:29])[CH3:28])[CH:25]=1. The yield is 0.990. (2) The reactants are [CH2:1]([N:5]([CH2:37][CH2:38][CH2:39][CH3:40])[C:6]([C:8]1[CH:12]=[C:11]([CH3:13])[N:10]([C:14]2[CH:19]=[CH:18][C:17]([N+:20]([O-:22])=[O:21])=[CH:16][C:15]=2[C:23]([N:25]2[C@H:34]([CH2:35][OH:36])[CH2:33][C:32]3[C:27](=[CH:28][CH:29]=[CH:30][CH:31]=3)[CH2:26]2)=[O:24])[N:9]=1)=[O:7])[CH2:2][CH2:3][CH3:4].[Si:41](Cl)([C:44]([CH3:47])([CH3:46])[CH3:45])([CH3:43])[CH3:42].N1C=CN=C1. The catalyst is C(Cl)Cl.O. The product is [CH2:37]([N:5]([CH2:1][CH2:2][CH2:3][CH3:4])[C:6]([C:8]1[CH:12]=[C:11]([CH3:13])[N:10]([C:14]2[CH:19]=[CH:18][C:17]([N+:20]([O-:22])=[O:21])=[CH:16][C:15]=2[C:23]([N:25]2[C@H:34]([CH2:35][O:36][Si:41]([C:44]([CH3:47])([CH3:46])[CH3:45])([CH3:43])[CH3:42])[CH2:33][C:32]3[C:27](=[CH:28][CH:29]=[CH:30][CH:31]=3)[CH2:26]2)=[O:24])[N:9]=1)=[O:7])[CH2:38][CH2:39][CH3:40]. The yield is 0.640. (3) The reactants are [F:1][C:2]1[CH:3]=[C:4]([NH2:30])[CH:5]=[CH:6][C:7]=1[O:8][C:9]1[C:18]2[C:13](=[CH:14][C:15]([O:21][CH2:22][CH:23]3[CH2:28][CH2:27][N:26]([CH3:29])[CH2:25][CH2:24]3)=[C:16]([O:19][CH3:20])[CH:17]=2)[N:12]=[CH:11][CH:10]=1.CCN(CC)CC.[C:38]([O:43]CC)(=O)[C:39]([NH2:41])=[O:40].[CH2:46](N)[CH2:47][C:48]1[CH:53]=[CH:52][CH:51]=[CH:50][CH:49]=1. The catalyst is C(Cl)Cl. The product is [F:1][C:2]1[CH:3]=[C:4]([NH:30][C:38](=[O:43])[C:39]([NH:41][CH2:46][CH2:47][C:48]2[CH:53]=[CH:52][CH:51]=[CH:50][CH:49]=2)=[O:40])[CH:5]=[CH:6][C:7]=1[O:8][C:9]1[C:18]2[C:13](=[CH:14][C:15]([O:21][CH2:22][CH:23]3[CH2:28][CH2:27][N:26]([CH3:29])[CH2:25][CH2:24]3)=[C:16]([O:19][CH3:20])[CH:17]=2)[N:12]=[CH:11][CH:10]=1. The yield is 0.680. (4) The reactants are [CH3:1][N:2]1[CH:6]=[C:5]([C:7]([OH:9])=O)[N:4]=[CH:3]1.[NH2:10][C@@H:11]([CH3:29])[CH2:12][N:13]1[CH:17]=[C:16]([C:18]#[N:19])[C:15]([C:20]2[CH:25]=[CH:24][C:23]([C:26]#[N:27])=[C:22]([Cl:28])[CH:21]=2)=[N:14]1. No catalyst specified. The product is [Cl:28][C:22]1[CH:21]=[C:20]([C:15]2[C:16]([C:18]#[N:19])=[CH:17][N:13]([CH2:12][C@@H:11]([NH:10][C:7]([C:5]3[N:4]=[CH:3][N:2]([CH3:1])[CH:6]=3)=[O:9])[CH3:29])[N:14]=2)[CH:25]=[CH:24][C:23]=1[C:26]#[N:27]. The yield is 0.341.